This data is from Reaction yield outcomes from USPTO patents with 853,638 reactions. The task is: Predict the reaction yield, written as a fraction of the theoretical maximum amount of product (1.0 means a 100% yield; for example, 0.34 means a 34% yield). (1) The reactants are [CH3:1][C:2]([CH3:14])([CH3:13])/[CH:3]=[C:4](\[CH2:8][CH2:9][CH2:10][CH2:11][CH3:12])/[C:5]([OH:7])=O.C[Li].[CH3:17]CCCCC. The catalyst is C(OCC)C. The product is [CH3:13][C:2]([CH3:1])([CH3:14])/[CH:3]=[C:4](\[CH2:8][CH2:9][CH2:10][CH2:11][CH3:12])/[C:5](=[O:7])[CH3:17]. The yield is 0.600. (2) The reactants are [OH:1][C:2]1[CH:7]=[C:6]([OH:8])[CH:5]=[CH:4][C:3]=1[C:9](=[O:22])[CH2:10][CH:11]1[CH2:16][CH2:15][CH:14](C(OCC)=O)[CH2:13][CH2:12]1.[Br:23]C1C=CC(CC(O)=O)=CC=1. No catalyst specified. The yield is 0.279. The product is [Br:23][C:14]1[CH:15]=[CH:16][C:11]([CH2:10][C:9]([C:3]2[CH:4]=[CH:5][C:6]([OH:8])=[CH:7][C:2]=2[OH:1])=[O:22])=[CH:12][CH:13]=1.